Dataset: Full USPTO retrosynthesis dataset with 1.9M reactions from patents (1976-2016). Task: Predict the reactants needed to synthesize the given product. The reactants are: [C:1]([O:5][C:6]([N:8]([C:16]1[C:21]([F:22])=[CH:20][CH:19]=[C:18](B2OC(C)(C)C(C)(C)O2)[C:17]=1[CH3:32])[C:9](=[O:15])[O:10][C:11]([CH3:14])([CH3:13])[CH3:12])=[O:7])([CH3:4])([CH3:3])[CH3:2].[OH-:33].[Na+].OO.Cl. Given the product [C:11]([O:10][C:9]([N:8]([C:16]1[C:21]([F:22])=[CH:20][CH:19]=[C:18]([OH:33])[C:17]=1[CH3:32])[C:6](=[O:7])[O:5][C:1]([CH3:3])([CH3:2])[CH3:4])=[O:15])([CH3:13])([CH3:14])[CH3:12], predict the reactants needed to synthesize it.